Dataset: Catalyst prediction with 721,799 reactions and 888 catalyst types from USPTO. Task: Predict which catalyst facilitates the given reaction. (1) Reactant: [F:1][C:2]1[CH:8]=[CH:7][C:5]([NH2:6])=[C:4]([O:9][CH:10]([CH3:12])[CH3:11])[CH:3]=1.Cl.Cl[C:15]1[C:16]2[C:23]([CH3:24])=[C:22]([S:25]([NH:28][CH2:29][CH2:30][CH2:31][N:32]([CH3:34])[CH3:33])(=[O:27])=[O:26])[S:21][C:17]=2[N:18]=[CH:19][N:20]=1.O.[OH-].[NH4+]. Product: [CH3:34][N:32]([CH3:33])[CH2:31][CH2:30][CH2:29][NH:28][S:25]([C:22]1[S:21][C:17]2[N:18]=[CH:19][N:20]=[C:15]([NH:6][C:5]3[CH:7]=[CH:8][C:2]([F:1])=[CH:3][C:4]=3[O:9][CH:10]([CH3:12])[CH3:11])[C:16]=2[C:23]=1[CH3:24])(=[O:27])=[O:26]. The catalyst class is: 38. (2) Reactant: [CH:1]([C:4]1[C:5]([O:16][CH2:17][CH:18]([F:20])[F:19])=[C:6](B(O)O)[CH:7]=[C:8]([CH:10]([CH3:12])[CH3:11])[CH:9]=1)([CH3:3])[CH3:2].[C:21](=[O:24])([O-])[O-].[Na+].[Na+].O.[CH2:28]([OH:30])[CH3:29]. Product: [C:28]([C:21]1[O:24][C:2]2[C:1]([C:4]3[CH:9]=[C:8]([CH:10]([CH3:12])[CH3:11])[CH:7]=[C:6]([CH:6]([CH3:7])[CH3:5])[C:5]=3[O:16][CH2:17][CH:18]([F:20])[F:19])=[CH:3][CH:9]=[CH:4][C:1]=2[CH:2]=1)(=[O:30])[CH3:29]. The catalyst class is: 109. (3) Reactant: [OH-].[Na+].[CH2:3]([O:5][C:6]([C:8]1([C:11]([O:13]CC)=[O:12])[CH2:10][CH2:9]1)=[O:7])[CH3:4]. Product: [CH2:3]([O:5][C:6]([C:8]1([C:11]([OH:13])=[O:12])[CH2:9][CH2:10]1)=[O:7])[CH3:4]. The catalyst class is: 511. (4) Reactant: [CH:1]([C:3]1[S:11][C:10]2[C:9](=[O:12])[C:8]([C:13]([O:15][CH2:16][CH3:17])=[O:14])=[CH:7][NH:6][C:5]=2[C:4]=1[CH3:18])=[O:2].C(Cl)Cl.[BH4-].[Na+]. Product: [OH:12][C:9]1[C:8]([C:13]([O:15][CH2:16][CH3:17])=[O:14])=[CH:7][N:6]=[C:5]2[C:4]([CH3:18])=[C:3]([CH2:1][OH:2])[S:11][C:10]=12. The catalyst class is: 5. (5) Reactant: [C:1]([N:8]1[CH:12]=[CH:11][N:10]=[CH:9]1)([N:3]1C=CN=C1)=[O:2].[Cl:13][C:14]1[CH:19]=[CH:18][C:17]([C:20]2C=CN=C(NN)[C:21]=2[C:28]2[CH:33]=[CH:32][N:31]=[CH:30][CH:29]=2)=[CH:16][CH:15]=1.O. Product: [Cl:13][C:14]1[CH:15]=[CH:16][C:17]([C:20]2[CH:11]=[CH:12][N:8]3[C:1](=[O:2])[NH:3][N:10]=[C:9]3[C:21]=2[C:28]2[CH:29]=[CH:30][N:31]=[CH:32][CH:33]=2)=[CH:18][CH:19]=1. The catalyst class is: 1. (6) Reactant: [CH:1]([NH:4][CH:5]([CH3:7])[CH3:6])([CH3:3])[CH3:2].[F:8][C:9]1[CH:17]=[CH:16][C:12]([C:13](Cl)=[O:14])=[CH:11][CH:10]=1. Product: [F:8][C:9]1[CH:17]=[CH:16][C:12]([C:13]([N:4]([CH:5]([CH3:7])[CH3:6])[CH:1]([CH3:3])[CH3:2])=[O:14])=[CH:11][CH:10]=1. The catalyst class is: 4.